Predict the reactants needed to synthesize the given product. From a dataset of Full USPTO retrosynthesis dataset with 1.9M reactions from patents (1976-2016). (1) Given the product [CH2:1]=[CH:2][CH2:3][CH:4]([N:11]1[C:7](=[O:17])[C:8]2=[CH:16][CH:15]=[CH:14][CH:13]=[C:9]2[C:10]1=[O:12])[CH3:5], predict the reactants needed to synthesize it. The reactants are: [CH3:1][CH:2](O)[CH2:3][CH:4]=[CH2:5].[C:7]1(=[O:17])[NH:11][C:10](=[O:12])[C:9]2=[CH:13][CH:14]=[CH:15][CH:16]=[C:8]12.C1(P(C2C=CC=CC=2)C2C=CC=CC=2)C=CC=CC=1.N(C(OCC)=O)=NC(OCC)=O. (2) The reactants are: [H-].[Na+].[CH3:3][O:4][C:5]1[CH:10]=[CH:9][C:8]([CH2:11][OH:12])=[CH:7][CH:6]=1.[Br:13][C:14]1[CH:15]=[C:16](Br)[C:17]2[N:18]([CH:20]=[C:21]([CH3:23])[N:22]=2)[CH:19]=1. Given the product [Br:13][C:14]1[CH:15]=[C:16]([O:12][CH2:11][C:8]2[CH:9]=[CH:10][C:5]([O:4][CH3:3])=[CH:6][CH:7]=2)[C:17]2[N:18]([CH:20]=[C:21]([CH3:23])[N:22]=2)[CH:19]=1, predict the reactants needed to synthesize it.